From a dataset of Full USPTO retrosynthesis dataset with 1.9M reactions from patents (1976-2016). Predict the reactants needed to synthesize the given product. (1) The reactants are: [O:1]1[CH2:6][CH2:5][CH:4]([C:7]([C:9]2[S:13][C:12]([NH2:14])=[N:11][C:10]=2[C:15]2[O:16][CH:17]=[CH:18][CH:19]=2)=[O:8])[CH2:3][CH2:2]1.[F:20][C:21]1[CH:29]=[CH:28][C:24]([C:25](O)=[O:26])=[CH:23][CH:22]=1.CCN=C=NCCCN(C)C.Cl.O.ON1C2C=CC=CC=2N=N1.C(=O)([O-])O.[Na+]. Given the product [F:20][C:21]1[CH:29]=[CH:28][C:24]([C:25]([NH:14][C:12]2[S:13][C:9]([C:7]([CH:4]3[CH2:5][CH2:6][O:1][CH2:2][CH2:3]3)=[O:8])=[C:10]([C:15]3[O:16][CH:17]=[CH:18][CH:19]=3)[N:11]=2)=[O:26])=[CH:23][CH:22]=1, predict the reactants needed to synthesize it. (2) Given the product [CH2:20]([CH:4]([C:5]([O:7][CH2:8][CH3:9])=[O:6])[C:3]([O:11][C:12]([CH3:14])([CH3:13])[CH3:15])=[O:10])[CH2:19][C:18]#[CH:17], predict the reactants needed to synthesize it. The reactants are: [H-].[Na+].[C:3]([O:11][C:12]([CH3:15])([CH3:14])[CH3:13])(=[O:10])[CH2:4][C:5]([O:7][CH2:8][CH3:9])=[O:6].I[CH2:17][CH2:18][C:19]#[CH:20]. (3) Given the product [CH2:1]([C:3]([O:13][CH2:14][CH2:15][CH2:16][CH2:17]/[CH:18]=[CH:19]\[CH2:20]/[CH:21]=[CH:22]\[CH2:23]/[CH:24]=[CH:25]\[CH2:26]/[CH:27]=[CH:28]\[CH2:29]/[CH:30]=[CH:31]\[CH2:32][CH3:33])([CH2:11][CH3:12])[C:4]([OH:6])=[O:5])[CH3:2], predict the reactants needed to synthesize it. The reactants are: [CH2:1]([C:3]([O:13][CH2:14][CH2:15][CH2:16][CH2:17]/[CH:18]=[CH:19]\[CH2:20]/[CH:21]=[CH:22]\[CH2:23]/[CH:24]=[CH:25]\[CH2:26]/[CH:27]=[CH:28]\[CH2:29]/[CH:30]=[CH:31]\[CH2:32][CH3:33])([CH2:11][CH3:12])[C:4]([O:6]C(C)(C)C)=[O:5])[CH3:2]. (4) Given the product [CH:11]1([O:6][C:7]([CH3:8])([CH3:9])[CH3:10])[CH2:16][CH2:15][CH2:14][CH2:13][CH2:12]1, predict the reactants needed to synthesize it. The reactants are: [C:7]([O:6][O:6][C:7]([CH3:10])([CH3:9])[CH3:8])([CH3:10])([CH3:9])[CH3:8].[CH2:11]1[CH2:16][CH2:15][CH2:14][CH2:13][CH2:12]1. (5) Given the product [F:36][C:33]([F:34])([F:35])[C:30]1[CH:31]=[CH:32][C:27]([C:25]2[CH:26]=[N:11][N:5]3[CH:6]=[CH:7][C:2]([C:1]([O:9][CH3:10])=[O:8])=[CH:3][C:4]=23)=[CH:28][CH:29]=1, predict the reactants needed to synthesize it. The reactants are: [C:1]([O:9][CH3:10])(=[O:8])[C:2]1[CH:7]=[CH:6][N:5]=[CH:4][CH:3]=1.[N+:11](C1C=C([N+]([O-])=O)C=CC=1ON)([O-])=O.[C:25]([C:27]1[CH:32]=[CH:31][C:30]([C:33]([F:36])([F:35])[F:34])=[CH:29][CH:28]=1)#[CH:26].C(=O)([O-])[O-].[K+].[K+]. (6) Given the product [F:1][C:2]1[C:3]([O:15][CH3:16])=[CH:4][C:5]([N+:12]([O-:14])=[O:13])=[C:6]([CH:7]=1)[NH2:8], predict the reactants needed to synthesize it. The reactants are: [F:1][C:2]1[C:3]([O:15][CH3:16])=[CH:4][C:5]([N+:12]([O-:14])=[O:13])=[C:6]([NH:8]C(=O)C)[CH:7]=1.